From a dataset of Retrosynthesis with 50K atom-mapped reactions and 10 reaction types from USPTO. Predict the reactants needed to synthesize the given product. (1) Given the product O=C1Nc2cc(Cl)ccc2C1Cc1ccc(Cl)cc1, predict the reactants needed to synthesize it. The reactants are: O=C1Nc2cc(Cl)ccc2/C1=C/c1ccc(Cl)cc1. (2) Given the product CCn1c(=O)oc2cc(N3C[C@H](C(N)=O)OC3=O)cc(F)c21, predict the reactants needed to synthesize it. The reactants are: CCn1c(=O)oc2cc(N3C[C@H](C(=O)OC)OC3=O)cc(F)c21.N. (3) Given the product O=C(Nc1ccc(Cl)cc1C(O)c1ccccc1Cl)C(F)(F)F, predict the reactants needed to synthesize it. The reactants are: Nc1ccc(Cl)cc1C(O)c1ccccc1Cl.O=C(O)C(F)(F)F. (4) Given the product CC(=O)Nc1cc(C)c(C)cc1O, predict the reactants needed to synthesize it. The reactants are: CC(=O)Cl.Cc1cc(N)c(O)cc1C. (5) Given the product COCC(=O)Nc1cc(C(=O)OC)cnc1Cl, predict the reactants needed to synthesize it. The reactants are: COC(=O)c1cnc(Cl)c(N)c1.COCC(=O)Cl. (6) Given the product CNC(=O)C1(c2ccc(OCCCN3CCOCC3)cc2)CCOCC1, predict the reactants needed to synthesize it. The reactants are: CN.O=C(O)C1(c2ccc(OCCCN3CCOCC3)cc2)CCOCC1.